Dataset: Full USPTO retrosynthesis dataset with 1.9M reactions from patents (1976-2016). Task: Predict the reactants needed to synthesize the given product. (1) Given the product [Br:32][C:4]1[C:5]2[C:10]([N:11]3[CH2:12][CH:13]([OH:15])[CH2:14]3)=[N:9][C:8]([S:16][C:17]3[NH:18][C:19](=[O:30])[N:20]([CH2:24][C:25]([O:27][CH2:28][CH3:29])=[O:26])[C:21](=[O:23])[CH:22]=3)=[N:7][C:6]=2[NH:31][C:3]=1[CH2:1][CH3:2], predict the reactants needed to synthesize it. The reactants are: [CH2:1]([C:3]1[NH:31][C:6]2[N:7]=[C:8]([S:16][C:17]3[NH:18][C:19](=[O:30])[N:20]([CH2:24][C:25]([O:27][CH2:28][CH3:29])=[O:26])[C:21](=[O:23])[CH:22]=3)[N:9]=[C:10]([N:11]3[CH2:14][CH:13]([OH:15])[CH2:12]3)[C:5]=2[CH:4]=1)[CH3:2].[Br:32]N1C(=O)CCC1=O. (2) Given the product [OH:39][CH:36]([C:34]1[CH:33]=[CH:32][C:31]([OH:40])=[C:30]([O:29][CH3:28])[CH:35]=1)[CH2:37][NH:38][CH:2]1[CH2:3][CH2:4][N:5]([C:8]2[CH:9]=[CH:10][C:11]([NH:14][S:15]([C:18]3[CH:19]=[CH:20][C:21]([NH:24][C:25](=[O:27])[CH3:26])=[CH:22][CH:23]=3)(=[O:17])=[O:16])=[CH:12][CH:13]=2)[CH2:6][CH2:7]1, predict the reactants needed to synthesize it. The reactants are: O=[C:2]1[CH2:7][CH2:6][N:5]([C:8]2[CH:13]=[CH:12][C:11]([NH:14][S:15]([C:18]3[CH:23]=[CH:22][C:21]([NH:24][C:25](=[O:27])[CH3:26])=[CH:20][CH:19]=3)(=[O:17])=[O:16])=[CH:10][CH:9]=2)[CH2:4][CH2:3]1.[CH3:28][O:29][C:30]1[CH:35]=[C:34]([CH:36]([OH:39])[CH2:37][NH2:38])[CH:33]=[CH:32][C:31]=1[OH:40].